From a dataset of Reaction yield outcomes from USPTO patents with 853,638 reactions. Predict the reaction yield, written as a fraction of the theoretical maximum amount of product (1.0 means a 100% yield; for example, 0.34 means a 34% yield). (1) The reactants are [N+:1]([O-:4])(O)=[O:2].[O:5]1[C:9]2[CH:10]=[CH:11][C:12]([NH:14][C:15](=[O:17])[CH3:16])=[CH:13][C:8]=2[O:7][CH2:6]1. The catalyst is CC(O)=O. The product is [N+:1]([C:11]1[C:12]([NH:14][C:15](=[O:17])[CH3:16])=[CH:13][C:8]2[O:7][CH2:6][O:5][C:9]=2[CH:10]=1)([O-:4])=[O:2]. The yield is 0.990. (2) The reactants are CCCC[N+](CCCC)(CCCC)CCCC.[F-].[Si]([O:26][CH2:27][C@@H:28]1[C@H:32]2[O:33][C:34]([CH3:37])([CH3:36])[O:35][C@H:31]2[C@H:30]([N:38]2[CH:46]=[N:45][C:44]3[C:39]2=[N:40][C:41]([I:48])=[N:42][C:43]=3[NH2:47])[O:29]1)(C(C)(C)C)(C)C. The catalyst is C1COCC1. The product is [NH2:47][C:43]1[N:42]=[C:41]([I:48])[N:40]=[C:39]2[C:44]=1[N:45]=[CH:46][N:38]2[C@H:30]1[C@@H:31]2[O:35][C:34]([CH3:36])([CH3:37])[O:33][C@@H:32]2[C@@H:28]([CH2:27][OH:26])[O:29]1. The yield is 0.800. (3) The reactants are [CH3:1][O:2][C:3]1[CH:40]=[CH:39][C:6]([CH2:7][N:8]([CH2:30][C:31]2[CH:36]=[CH:35][C:34]([O:37][CH3:38])=[CH:33][CH:32]=2)[C:9]2[N:14]=[CH:13][C:12]([C:15]3[C:16]4[CH2:29][CH2:28][NH:27][C:17]=4[N:18]=[C:19]([N:21]4[CH2:26][CH2:25][O:24][CH2:23][CH2:22]4)[N:20]=3)=[CH:11][N:10]=2)=[CH:5][CH:4]=1.[H-].[Na+].[CH2:43](I)[CH3:44]. The catalyst is CN(C)C=O.O. The product is [CH2:43]([N:27]1[C:17]2[N:18]=[C:19]([N:21]3[CH2:26][CH2:25][O:24][CH2:23][CH2:22]3)[N:20]=[C:15]([C:12]3[CH:11]=[N:10][C:9]([N:8]([CH2:7][C:6]4[CH:5]=[CH:4][C:3]([O:2][CH3:1])=[CH:40][CH:39]=4)[CH2:30][C:31]4[CH:32]=[CH:33][C:34]([O:37][CH3:38])=[CH:35][CH:36]=4)=[N:14][CH:13]=3)[C:16]=2[CH2:29][CH2:28]1)[CH3:44]. The yield is 0.860. (4) The reactants are [Cl:1][C:2]1[CH:3]=[C:4]([CH:26]=[CH:27][C:28]=1[OH:29])[NH:5][C:6]1[C:15]2[C:10](=[CH:11][C:12]([O:24][CH3:25])=[CH:13][C:14]=2[O:16][CH:17]2[CH2:22][CH2:21][N:20]([CH3:23])[CH2:19][CH2:18]2)[N:9]=[CH:8][N:7]=1.Cl[CH2:31][C:32]1[CH:39]=[CH:38][CH:37]=[CH:36][C:33]=1[C:34]#[N:35]. No catalyst specified. The product is [Cl:1][C:2]1[CH:3]=[C:4]([CH:26]=[CH:27][C:28]=1[O:29][CH2:31][C:32]1[CH:39]=[CH:38][CH:37]=[CH:36][C:33]=1[C:34]#[N:35])[NH:5][C:6]1[C:15]2[C:10](=[CH:11][C:12]([O:24][CH3:25])=[CH:13][C:14]=2[O:16][CH:17]2[CH2:18][CH2:19][N:20]([CH3:23])[CH2:21][CH2:22]2)[N:9]=[CH:8][N:7]=1. The yield is 0.630. (5) The reactants are [CH3:1][O:2][C:3]([C:5]1[C:6]2[CH:7]=[CH:8][N:9]([CH:15]([CH3:17])[CH3:16])[C:10]=2[CH:11]=[C:12]([OH:14])[CH:13]=1)=[O:4].[CH3:18][N:19]([CH3:23])[CH2:20][CH2:21]O.C1C=CC(P(C2C=CC=CC=2)C2C=CC=CC=2)=CC=1.CCOC(/N=N/C(OCC)=O)=O. The catalyst is C1COCC1. The product is [CH3:1][O:2][C:3]([C:5]1[C:6]2[CH:7]=[CH:8][N:9]([CH:15]([CH3:17])[CH3:16])[C:10]=2[CH:11]=[C:12]([O:14][CH2:21][CH2:20][N:19]([CH3:23])[CH3:18])[CH:13]=1)=[O:4]. The yield is 0.600. (6) The reactants are O[C:2]1C=CC(C(=O)C=[CH:8][C:9]2[CH:14]=[CH:13][C:12](OC)=[CH:11][CH:10]=2)=C[CH:3]=1.C(Cl)CCl.C1C=CC2N([OH:33])N=NC=2C=1.C(N(CC)CC)C.CN([CH:44]=[O:45])C. The catalyst is CO. The product is [CH:9]12[CH2:8][CH:12]([CH:11]=[CH:10]1)[CH2:13][CH:14]2[C:44]([OH:45])=[O:33].[CH2:2]=[CH2:3]. The yield is 0.825.